Task: Binary Classification. Given a drug SMILES string, predict its activity (active/inactive) in a high-throughput screening assay against a specified biological target.. Dataset: KCNQ2 potassium channel screen with 302,405 compounds The compound is S1C(C(=O)NC(C1)C(O)=O)(C)C. The result is 0 (inactive).